From a dataset of Full USPTO retrosynthesis dataset with 1.9M reactions from patents (1976-2016). Predict the reactants needed to synthesize the given product. Given the product [NH2:25][C:16]1[CH:17]=[C:18]([CH:23]=[CH:24][C:15]=1[CH2:14][N:8]([C:6]([O:5][C:1]([CH3:4])([CH3:3])[CH3:2])=[O:7])[CH2:9][C:10]([O:12][CH3:13])=[O:11])[C:19]([O:21][CH3:22])=[O:20], predict the reactants needed to synthesize it. The reactants are: [C:1]([O:5][C:6]([N:8]([CH2:14][C:15]1[CH:24]=[CH:23][C:18]([C:19]([O:21][CH3:22])=[O:20])=[CH:17][C:16]=1[N+:25]([O-])=O)[CH2:9][C:10]([O:12][CH3:13])=[O:11])=[O:7])([CH3:4])([CH3:3])[CH3:2].